From a dataset of Full USPTO retrosynthesis dataset with 1.9M reactions from patents (1976-2016). Predict the reactants needed to synthesize the given product. (1) Given the product [F:35][C:36]([F:47])([F:46])[C:37]1[CH:38]=[C:39]([C:14]2[CH:15]=[C:10]([CH:5]([CH2:6][CH:7]([CH3:9])[CH3:8])[C:4]([OH:34])=[O:3])[CH:11]=[C:12]([C:24]3[CH:25]=[CH:26][C:27]([C:30]([F:31])([F:32])[F:33])=[CH:28][CH:29]=3)[CH:13]=2)[CH:40]=[CH:41][CH:42]=1, predict the reactants needed to synthesize it. The reactants are: C([O:3][C:4](=[O:34])[CH:5]([C:10]1[CH:11]=[C:12]([C:24]2[CH:29]=[CH:28][C:27]([C:30]([F:33])([F:32])[F:31])=[CH:26][CH:25]=2)[CH:13]=[C:14](OS(C(F)(F)F)(=O)=O)[CH:15]=1)[CH2:6][CH:7]([CH3:9])[CH3:8])C.[F:35][C:36]([F:47])([F:46])[C:37]1[CH:38]=[C:39](B(O)O)[CH:40]=[CH:41][CH:42]=1. (2) Given the product [Cl:10][C:11]1[CH:16]=[C:15]([O:17][C:18]2[C:19]([C:1]3[CH:6]=[CH:5][CH:4]=[CH:3][CH:2]=3)=[N:20][C:21]([CH3:24])=[CH:22][CH:23]=2)[CH:14]=[CH:13][N:12]=1, predict the reactants needed to synthesize it. The reactants are: [C:1]1(B(O)O)[CH:6]=[CH:5][CH:4]=[CH:3][CH:2]=1.[Cl:10][C:11]1[CH:16]=[C:15]([O:17][C:18]2[C:19](I)=[N:20][C:21]([CH3:24])=[CH:22][CH:23]=2)[CH:14]=[CH:13][N:12]=1.C([O-])([O-])=O.[Cs+].[Cs+].O1CCOCC1. (3) Given the product [NH:27]1[CH2:28][CH:25]([C:24]2[N:20]([CH:17]3[CH2:18][CH2:19][C:15]([F:37])([F:14])[CH2:16]3)[N:21]=[C:22]([I:36])[CH:23]=2)[CH2:26]1, predict the reactants needed to synthesize it. The reactants are: N1CC(C2N(C(C)C)N=C(I)C=2)C1.[F:14][C:15]1([F:37])[CH2:19][CH2:18][CH:17]([N:20]2[C:24]([CH:25]3[CH2:28][N:27](C(OC(C)(C)C)=O)[CH2:26]3)=[CH:23][C:22]([I:36])=[N:21]2)[CH2:16]1. (4) The reactants are: [CH2:1]([O:3][C:4](=[O:22])[CH2:5][C:6]1[CH:11]=[CH:10][CH:9]=[C:8]([NH:12][C:13]([C:15]2[CH:20]=[CH:19][CH:18]=[C:17](Br)[N:16]=2)=[O:14])[CH:7]=1)[CH3:2].[C:23]1(B(O)O)[CH:28]=[CH:27][CH:26]=[CH:25][CH:24]=1. Given the product [CH2:1]([O:3][C:4](=[O:22])[CH2:5][C:6]1[CH:11]=[CH:10][CH:9]=[C:8]([NH:12][C:13]([C:15]2[CH:20]=[CH:19][CH:18]=[C:17]([C:23]3[CH:28]=[CH:27][CH:26]=[CH:25][CH:24]=3)[N:16]=2)=[O:14])[CH:7]=1)[CH3:2], predict the reactants needed to synthesize it.